This data is from Peptide-MHC class I binding affinity with 185,985 pairs from IEDB/IMGT. The task is: Regression. Given a peptide amino acid sequence and an MHC pseudo amino acid sequence, predict their binding affinity value. This is MHC class I binding data. The peptide sequence is LAVAGVTLV. The MHC is H-2-Kb with pseudo-sequence H-2-Kb. The binding affinity (normalized) is 0.0197.